This data is from Full USPTO retrosynthesis dataset with 1.9M reactions from patents (1976-2016). The task is: Predict the reactants needed to synthesize the given product. (1) Given the product [Br:8][C:6]1[CH:5]=[N:4][CH:3]=[C:2]([CH2:15][CH3:16])[CH:7]=1, predict the reactants needed to synthesize it. The reactants are: Br[C:2]1[CH:3]=[N:4][CH:5]=[C:6]([Br:8])[CH:7]=1.C(=O)([O-])[O-].[K+].[K+].[CH2:15](B(O)O)[CH3:16]. (2) Given the product [F:1][C:2]1[C:10]([F:11])=[CH:9][CH:8]=[C:7]([N:14]2[N:15]=[CH:16][CH:17]=[N:13]2)[C:3]=1[C:4]([OH:6])=[O:5], predict the reactants needed to synthesize it. The reactants are: [F:1][C:2]1[C:10]([F:11])=[CH:9][CH:8]=[C:7](I)[C:3]=1[C:4]([OH:6])=[O:5].[N:13]1[NH:14][N:15]=[CH:16][CH:17]=1. (3) Given the product [C:1]1([C:10]2[CH:15]=[CH:14][CH:13]=[CH:12][CH:11]=2)[C:2]([C:7]([NH:16][C:17]2[S:18][CH:19]=[C:20]([C:22]([O:24][CH2:25][CH3:26])=[O:23])[N:21]=2)=[O:9])=[CH:3][CH:4]=[CH:5][CH:6]=1, predict the reactants needed to synthesize it. The reactants are: [C:1]1([C:10]2[CH:15]=[CH:14][CH:13]=[CH:12][CH:11]=2)[C:2]([C:7]([OH:9])=O)=[CH:3][CH:4]=[CH:5][CH:6]=1.[NH2:16][C:17]1[S:18][CH:19]=[C:20]([C:22]([O:24][CH2:25][CH3:26])=[O:23])[N:21]=1.F[B-](F)(F)F.N1(OC(N(C)C)=[N+](C)C)C2C=CC=CC=2N=N1.C(N(C(C)C)C(C)C)C. (4) Given the product [NH2:9][CH2:10][CH2:11][NH:16][C:49]([C:27]1[S:28][C:29]2[N:30]=[CH:31][N:32]=[C:33]([NH:35][C:36]3[C:37]([O:42][CH:43]4[CH2:48][CH2:47][O:46][CH2:45][CH2:44]4)=[N:38][CH:39]=[CH:40][CH:41]=3)[C:34]=2[C:26]=1[CH3:25])=[O:50], predict the reactants needed to synthesize it. The reactants are: CN(C(O[N:9]1N=[N:16][C:11]2C=CC=N[C:10]1=2)=[N+](C)C)C.F[P-](F)(F)(F)(F)F.[CH3:25][C:26]1[C:34]2[C:33]([NH:35][C:36]3[C:37]([O:42][CH:43]4[CH2:48][CH2:47][O:46][CH2:45][CH2:44]4)=[N:38][CH:39]=[CH:40][CH:41]=3)=[N:32][CH:31]=[N:30][C:29]=2[S:28][C:27]=1[C:49](O)=[O:50].CCN(C(C)C)C(C)C. (5) Given the product [F:23][C@@H:24]1[CH2:28][CH2:27][N:26]([C:2]2[CH:3]=[CH:4][C:5]3[N:6]([C:8]([CH2:11][C:12]4[CH:13]=[C:14]5[C:19](=[CH:20][CH:21]=4)[N:18]=[CH:17][CH:16]=[CH:15]5)=[CH:9][N:10]=3)[N:7]=2)[CH2:25]1, predict the reactants needed to synthesize it. The reactants are: Cl[C:2]1[CH:3]=[CH:4][C:5]2[N:6]([C:8]([CH2:11][C:12]3[CH:13]=[C:14]4[C:19](=[CH:20][CH:21]=3)[N:18]=[CH:17][CH:16]=[CH:15]4)=[CH:9][N:10]=2)[N:7]=1.Cl.[F:23][C@@H:24]1[CH2:28][CH2:27][NH:26][CH2:25]1.[F-].[K+].C(N(C(C)C)C(C)C)C.